This data is from Forward reaction prediction with 1.9M reactions from USPTO patents (1976-2016). The task is: Predict the product of the given reaction. Given the reactants Br[C:2]1[CH:3]=[CH:4][C:5]2[N:6]=[C:7]([O:12][CH3:13])[N:8]=[CH:9][C:10]=2[N:11]=1.[NH2:14][C:15]1[S:16][C:17]([C:23]2[CH:28]=[CH:27][C:26]([C:29]([OH:32])([CH3:31])[CH3:30])=[CH:25][CH:24]=2)=[CH:18][C:19]=1[C:20]([NH2:22])=[O:21].C(=O)([O-])[O-].[K+].[K+].CC(C1C=C(C(C)C)C(C2C=CC=CC=2P(C2CCCCC2)C2CCCCC2)=C(C(C)C)C=1)C, predict the reaction product. The product is: [OH:32][C:29]([C:26]1[CH:25]=[CH:24][C:23]([C:17]2[S:16][C:15]([NH:14][C:2]3[CH:3]=[CH:4][C:5]4[N:6]=[C:7]([O:12][CH3:13])[N:8]=[CH:9][C:10]=4[N:11]=3)=[C:19]([C:20]([NH2:22])=[O:21])[CH:18]=2)=[CH:28][CH:27]=1)([CH3:31])[CH3:30].